From a dataset of Catalyst prediction with 721,799 reactions and 888 catalyst types from USPTO. Predict which catalyst facilitates the given reaction. (1) Reactant: [CH:1]([O:4][C:5]1[CH:10]=[CH:9][C:8]([N+:11]([O-])=O)=[CH:7][C:6]=1[NH:14][CH:15]([CH3:17])[CH3:16])([CH3:3])[CH3:2]. Product: [CH:1]([O:4][C:5]1[C:6]([NH:14][CH:15]([CH3:17])[CH3:16])=[CH:7][C:8]([NH2:11])=[CH:9][CH:10]=1)([CH3:3])[CH3:2]. The catalyst class is: 29. (2) Reactant: [OH:1][C:2]1[CH:3]=[CH:4][C:5]2[C:9]([O:10][C:11]3[CH:16]=[CH:15][C:14](/[CH:17]=[CH:18]/[C:19]([OH:21])=[O:20])=[CH:13][CH:12]=3)=[C:8]([C:22]3[CH:27]=[CH:26][CH:25]=[CH:24][C:23]=3[CH:28]([CH3:30])[CH3:29])[S:7][C:6]=2[CH:31]=1.[Si:32](Cl)([C:35]([CH3:38])([CH3:37])[CH3:36])([CH3:34])[CH3:33].C(N(CC)C(C)C)(C)C.C([O-])([O-])=O.[K+].[K+]. Product: [Si:32]([O:1][C:2]1[CH:3]=[CH:4][C:5]2[C:9]([O:10][C:11]3[CH:12]=[CH:13][C:14](/[CH:17]=[CH:18]/[C:19]([OH:21])=[O:20])=[CH:15][CH:16]=3)=[C:8]([C:22]3[CH:27]=[CH:26][CH:25]=[CH:24][C:23]=3[CH:28]([CH3:29])[CH3:30])[S:7][C:6]=2[CH:31]=1)([C:35]([CH3:38])([CH3:37])[CH3:36])([CH3:34])[CH3:33]. The catalyst class is: 2.